Dataset: Full USPTO retrosynthesis dataset with 1.9M reactions from patents (1976-2016). Task: Predict the reactants needed to synthesize the given product. (1) The reactants are: [CH2:1]([NH:3][C:4](=[O:28])[NH:5][C:6]1[N:11]=[CH:10][C:9](B(O)O)=[C:8]([C:15]2[S:16][CH:17]=[C:18]([C:20]3[CH:25]=[CH:24][CH:23]=[C:22]([O:26][CH3:27])[N:21]=3)[N:19]=2)[CH:7]=1)[CH3:2].Cl[C:30]1[S:31][C:32]([C:41]([O:43][CH3:44])=[O:42])=[C:33]([C:35]2[N:39]([CH3:40])[N:38]=[CH:37][N:36]=2)[N:34]=1.C1(P(C2CCCCC2)C2C=CC=CC=2C2C(C(C)C)=CC(C(C)C)=CC=2C(C)C)CCCCC1.C([O-])([O-])=O.[Cs+].[Cs+]. Given the product [CH2:1]([NH:3][C:4](=[O:28])[NH:5][C:6]1[N:11]=[CH:10][C:9]([C:30]2[S:31][C:32]([C:41]([O:43][CH3:44])=[O:42])=[C:33]([C:35]3[N:39]([CH3:40])[N:38]=[CH:37][N:36]=3)[N:34]=2)=[C:8]([C:15]2[S:16][CH:17]=[C:18]([C:20]3[CH:25]=[CH:24][CH:23]=[C:22]([O:26][CH3:27])[N:21]=3)[N:19]=2)[CH:7]=1)[CH3:2], predict the reactants needed to synthesize it. (2) Given the product [OH:25][C:18]1[C:17](=[O:26])[N:11]2[CH2:12][CH2:13][N:14]([CH3:16])[CH2:15][CH:9]([NH:8][CH3:1])[C:10]2=[N:20][C:19]=1[C:21]([O:23][CH3:24])=[O:22], predict the reactants needed to synthesize it. The reactants are: [CH2:1]([N:8](C)[CH:9]1[CH2:15][N:14]([CH3:16])[CH2:13][CH2:12][N:11]2[C:17](=[O:26])[C:18]([OH:25])=[C:19]([C:21]([O:23][CH3:24])=[O:22])[N:20]=[C:10]12)C1C=CC=CC=1.Cl. (3) Given the product [ClH:27].[Cl:27][C:28]1[S:32][C:31](/[CH:33]=[CH:34]/[S:35]([NH:1][C@H:2]2[CH2:6][CH2:5][N:4]([C:7]3[CH:8]=[CH:9][C:10]4[CH2:16][NH:15][CH2:14][CH2:13][CH2:12][C:11]=4[C:24]=3[F:25])[C:3]2=[O:26])(=[O:37])=[O:36])=[CH:30][CH:29]=1, predict the reactants needed to synthesize it. The reactants are: [NH2:1][C@H:2]1[CH2:6][CH2:5][N:4]([C:7]2[CH:8]=[CH:9][C:10]3[CH2:16][N:15](C(OC(C)(C)C)=O)[CH2:14][CH2:13][CH2:12][C:11]=3[C:24]=2[F:25])[C:3]1=[O:26].[Cl:27][C:28]1[S:32][C:31](/[CH:33]=[CH:34]/[S:35](N[C@H]2CCN(C3C=CC4CN(C(OC(C)(C)C)=O)CCCC=4C=3)C2=O)(=[O:37])=[O:36])=[CH:30][CH:29]=1. (4) Given the product [Br:1][C:2]1[CH:7]=[CH:6][C:5]([CH:8]([C:13]2[CH:18]=[CH:17][C:16]([Cl:19])=[CH:15][C:14]=2[CH3:20])[CH2:9][C:10]([N:23]([O:24][CH3:25])[CH3:22])=[O:11])=[CH:4][CH:3]=1, predict the reactants needed to synthesize it. The reactants are: [Br:1][C:2]1[CH:7]=[CH:6][C:5]([CH:8]([C:13]2[CH:18]=[CH:17][C:16]([Cl:19])=[CH:15][C:14]=2[CH3:20])[CH2:9][C:10](O)=[O:11])=[CH:4][CH:3]=1.Cl.[CH3:22][NH:23][O:24][CH3:25].